The task is: Predict the product of the given reaction.. This data is from Forward reaction prediction with 1.9M reactions from USPTO patents (1976-2016). (1) Given the reactants [CH3:1][C:2]1[C:3]([CH3:20])=[CH:4][C:5]2[O:9][C:8]([N:10]3[CH2:15][CH2:14][CH2:13][CH2:12][C@H:11]3[C:16]([OH:18])=O)=[N:7][C:6]=2[CH:19]=1.[CH3:21][C@H:22]1[CH2:27][CH2:26][CH2:25][C@@H:24]([CH3:28])[N:23]1[CH2:29][CH2:30][NH2:31], predict the reaction product. The product is: [CH3:21][C@H:22]1[CH2:27][CH2:26][CH2:25][C@@H:24]([CH3:28])[N:23]1[CH2:29][CH2:30][NH:31][C:16]([C@@H:11]1[CH2:12][CH2:13][CH2:14][CH2:15][N:10]1[C:8]1[O:9][C:5]2[CH:4]=[C:3]([CH3:20])[C:2]([CH3:1])=[CH:19][C:6]=2[N:7]=1)=[O:18].[NH3:7]. (2) Given the reactants [C:1]([C:3]1[N:7]([CH:8]2[CH2:13][CH2:12][NH:11][CH2:10][CH2:9]2)[N:6]=[CH:5][C:4]=1[CH2:14][O:15][C:16]1[CH:24]=[CH:23][C:19]([C:20]([NH2:22])=[O:21])=[CH:18][C:17]=1[F:25])#[N:2].C(N(CC)CC)C.[C:33](=O)([O:39]C1C=CC([N+]([O-])=O)=CC=1)[O:34][C:35]1([CH3:38])[CH2:37][CH2:36]1, predict the reaction product. The product is: [C:20]([C:19]1[CH:23]=[CH:24][C:16]([O:15][CH2:14][C:4]2[CH:5]=[N:6][N:7]([CH:8]3[CH2:13][CH2:12][N:11]([C:33]([O:34][C:35]4([CH3:38])[CH2:37][CH2:36]4)=[O:39])[CH2:10][CH2:9]3)[C:3]=2[C:1]#[N:2])=[C:17]([F:25])[CH:18]=1)(=[O:21])[NH2:22]. (3) Given the reactants C1COCC1.[F:6][C:7]([F:18])([F:17])[O:8][C:9]1[CH:10]=[C:11]([CH:14]=[CH:15][CH:16]=1)[CH:12]=[O:13].[Cl:19][CH:20]([Si](C)(C)C)[Cl:21].Cl.CO, predict the reaction product. The product is: [Cl:19][CH:20]([Cl:21])[CH:12]([C:11]1[CH:14]=[CH:15][CH:16]=[C:9]([O:8][C:7]([F:17])([F:18])[F:6])[CH:10]=1)[OH:13]. (4) Given the reactants [CH:1]1([CH2:4][N:5]([C@@H:13]2[CH2:15][C@H:14]2[C:16]2[CH:21]=[CH:20][C:19]([C:22](=[O:36])[NH:23][C:24]3[CH:29]=[CH:28][C:27]([C:30]4[N:35]=[CH:34][CH:33]=[CH:32][N:31]=4)=[CH:26][CH:25]=3)=[CH:18][CH:17]=2)C(=O)OC(C)(C)C)[CH2:3][CH2:2]1.[ClH:37].C(OCC)(=O)C, predict the reaction product. The product is: [ClH:37].[ClH:37].[CH:1]1([CH2:4][NH:5][C@@H:13]2[CH2:15][C@H:14]2[C:16]2[CH:21]=[CH:20][C:19]([C:22]([NH:23][C:24]3[CH:29]=[CH:28][C:27]([C:30]4[N:35]=[CH:34][CH:33]=[CH:32][N:31]=4)=[CH:26][CH:25]=3)=[O:36])=[CH:18][CH:17]=2)[CH2:3][CH2:2]1. (5) Given the reactants ClC(Cl)(Cl)C([N:5]1[CH2:10][CH2:9][N:8]([C:11]2[CH:16]=[C:15]([S:17]([N:20]3[C:28]4[C:23](=[CH:24][CH:25]=[C:26]([Cl:29])[CH:27]=4)[C:22]([CH:30]([F:32])[F:31])=[CH:21]3)(=[O:19])=[O:18])[CH:14]=[CH:13][C:12]=2[O:33][CH3:34])[CH2:7][CH2:6]1)=O.[OH-].[K+], predict the reaction product. The product is: [F:32][CH:30]([F:31])[C:22]1[C:23]2[C:28](=[CH:27][C:26]([Cl:29])=[CH:25][CH:24]=2)[N:20]([S:17]([C:15]2[CH:14]=[CH:13][C:12]([O:33][CH3:34])=[C:11]([N:8]3[CH2:9][CH2:10][NH:5][CH2:6][CH2:7]3)[CH:16]=2)(=[O:19])=[O:18])[CH:21]=1. (6) Given the reactants [CH3:1][O:2][C:3]1[CH:8]=[CH:7][C:6]([O:9][CH3:10])=[CH:5][C:4]=1[NH:11][C:12]([CH:14]1[CH2:19][CH2:18][CH2:17][CH2:16][CH2:15]1)=[S:13], predict the reaction product. The product is: [CH:14]1([C:12]2[S:13][C:5]3[C:6]([O:9][CH3:10])=[CH:7][CH:8]=[C:3]([O:2][CH3:1])[C:4]=3[N:11]=2)[CH2:19][CH2:18][CH2:17][CH2:16][CH2:15]1. (7) Given the reactants [Cl:1][C:2]1[C:3]([C:9]#[N:10])=[N:4][CH:5]=[C:6](Cl)[CH:7]=1.[C:11]([C:13]1[CH:18]=[CH:17][C:16]([O:19][CH2:20][O:21][CH3:22])=[CH:15][C:14]=1[CH3:23])#[CH:12].C(N(CC)CC)C, predict the reaction product. The product is: [Cl:1][C:2]1[C:3]([C:9]#[N:10])=[N:4][CH:5]=[C:6]([C:12]#[C:11][C:13]2[CH:18]=[CH:17][C:16]([O:19][CH2:20][O:21][CH3:22])=[CH:15][C:14]=2[CH3:23])[CH:7]=1. (8) Given the reactants Br[C:2]1[N:7]=[C:6]([C:8]([OH:17])([C:13]([F:16])([F:15])[F:14])[C:9]([F:12])([F:11])[F:10])[CH:5]=[CH:4][CH:3]=1.[Li]CCCC.CN([CH:26]=[O:27])C, predict the reaction product. The product is: [F:10][C:9]([F:12])([F:11])[C:8]([C:6]1[N:7]=[C:2]([CH:26]=[O:27])[CH:3]=[CH:4][CH:5]=1)([OH:17])[C:13]([F:16])([F:15])[F:14].